Dataset: NCI-60 drug combinations with 297,098 pairs across 59 cell lines. Task: Regression. Given two drug SMILES strings and cell line genomic features, predict the synergy score measuring deviation from expected non-interaction effect. (1) Drug 1: CC1=CC2C(CCC3(C2CCC3(C(=O)C)OC(=O)C)C)C4(C1=CC(=O)CC4)C. Drug 2: C1CCC(C(C1)N)N.C(=O)(C(=O)[O-])[O-].[Pt+4]. Cell line: HCC-2998. Synergy scores: CSS=15.9, Synergy_ZIP=-2.36, Synergy_Bliss=0.341, Synergy_Loewe=-33.4, Synergy_HSA=-2.27. (2) Synergy scores: CSS=33.7, Synergy_ZIP=-1.57, Synergy_Bliss=-3.67, Synergy_Loewe=-29.8, Synergy_HSA=-0.784. Cell line: LOX IMVI. Drug 2: CC=C1C(=O)NC(C(=O)OC2CC(=O)NC(C(=O)NC(CSSCCC=C2)C(=O)N1)C(C)C)C(C)C. Drug 1: CCC1(CC2CC(C3=C(CCN(C2)C1)C4=CC=CC=C4N3)(C5=C(C=C6C(=C5)C78CCN9C7C(C=CC9)(C(C(C8N6C)(C(=O)OC)O)OC(=O)C)CC)OC)C(=O)OC)O.OS(=O)(=O)O. (3) Drug 1: C1=CC(=C2C(=C1NCCNCCO)C(=O)C3=C(C=CC(=C3C2=O)O)O)NCCNCCO. Drug 2: CC1CCC2CC(C(=CC=CC=CC(CC(C(=O)C(C(C(=CC(C(=O)CC(OC(=O)C3CCCCN3C(=O)C(=O)C1(O2)O)C(C)CC4CCC(C(C4)OC)OCCO)C)C)O)OC)C)C)C)OC. Cell line: IGROV1. Synergy scores: CSS=54.3, Synergy_ZIP=-0.510, Synergy_Bliss=-0.993, Synergy_Loewe=7.55, Synergy_HSA=8.67. (4) Drug 1: CC1=C(C=C(C=C1)NC2=NC=CC(=N2)N(C)C3=CC4=NN(C(=C4C=C3)C)C)S(=O)(=O)N.Cl. Drug 2: CC=C1C(=O)NC(C(=O)OC2CC(=O)NC(C(=O)NC(CSSCCC=C2)C(=O)N1)C(C)C)C(C)C. Cell line: EKVX. Synergy scores: CSS=47.1, Synergy_ZIP=18.5, Synergy_Bliss=18.2, Synergy_Loewe=-66.2, Synergy_HSA=17.7. (5) Drug 1: C1CC(C1)(C(=O)O)C(=O)O.[NH2-].[NH2-].[Pt+2]. Drug 2: CC1=C(C=C(C=C1)C(=O)NC2=CC(=CC(=C2)C(F)(F)F)N3C=C(N=C3)C)NC4=NC=CC(=N4)C5=CN=CC=C5. Cell line: SN12C. Synergy scores: CSS=-1.16, Synergy_ZIP=-0.554, Synergy_Bliss=-2.40, Synergy_Loewe=-4.62, Synergy_HSA=-5.55. (6) Drug 1: C1=NC2=C(N1)C(=S)N=C(N2)N. Drug 2: CC12CCC3C(C1CCC2O)C(CC4=C3C=CC(=C4)O)CCCCCCCCCS(=O)CCCC(C(F)(F)F)(F)F. Cell line: NCI-H522. Synergy scores: CSS=29.5, Synergy_ZIP=-4.49, Synergy_Bliss=-0.106, Synergy_Loewe=1.09, Synergy_HSA=1.17. (7) Drug 1: C1=NC2=C(N=C(N=C2N1C3C(C(C(O3)CO)O)O)F)N. Drug 2: CS(=O)(=O)OCCCCOS(=O)(=O)C. Cell line: KM12. Synergy scores: CSS=-0.247, Synergy_ZIP=3.27, Synergy_Bliss=8.69, Synergy_Loewe=3.48, Synergy_HSA=1.93. (8) Drug 1: CC(C)CN1C=NC2=C1C3=CC=CC=C3N=C2N. Drug 2: CCC1(C2=C(COC1=O)C(=O)N3CC4=CC5=C(C=CC(=C5CN(C)C)O)N=C4C3=C2)O.Cl. Cell line: SR. Synergy scores: CSS=60.9, Synergy_ZIP=2.65, Synergy_Bliss=2.46, Synergy_Loewe=-20.1, Synergy_HSA=1.90.